This data is from Forward reaction prediction with 1.9M reactions from USPTO patents (1976-2016). The task is: Predict the product of the given reaction. Given the reactants [C:1]1([CH2:7][N:8]2[CH2:13][CH2:12][O:11][CH:10]([CH2:14][NH2:15])[CH2:9]2)[CH:6]=[CH:5][CH:4]=[CH:3][CH:2]=1.[CH3:16][C:17]([O:20][C:21](O[C:21]([O:20][C:17]([CH3:19])([CH3:18])[CH3:16])=[O:22])=[O:22])([CH3:19])[CH3:18], predict the reaction product. The product is: [C:1]1([CH2:7][N:8]2[CH2:13][CH2:12][O:11][CH:10]([CH2:14][NH:15][C:21](=[O:22])[O:20][C:17]([CH3:19])([CH3:18])[CH3:16])[CH2:9]2)[CH:2]=[CH:3][CH:4]=[CH:5][CH:6]=1.